From a dataset of Reaction yield outcomes from USPTO patents with 853,638 reactions. Predict the reaction yield, written as a fraction of the theoretical maximum amount of product (1.0 means a 100% yield; for example, 0.34 means a 34% yield). The reactants are [CH3:1][C:2]1[CH:3]=[C:4]([C:8]2[N:9]([C:17]3[CH:22]=[CH:21][C:20]([S:23]([NH2:26])(=[O:25])=[O:24])=[CH:19][CH:18]=3)[CH:10]=[C:11]([C:13]([F:16])([F:15])[F:14])[N:12]=2)[CH:5]=[N:6][CH:7]=1.[C:27](OC(=O)C)(=[O:29])[CH3:28].C(N(CC)CC)C. The catalyst is CN(C1C=CN=CC=1)C.O. The product is [CH3:1][C:2]1[CH:3]=[C:4]([C:8]2[N:9]([C:17]3[CH:18]=[CH:19][C:20]([S:23]([NH:26][C:27](=[O:29])[CH3:28])(=[O:25])=[O:24])=[CH:21][CH:22]=3)[CH:10]=[C:11]([C:13]([F:14])([F:16])[F:15])[N:12]=2)[CH:5]=[N:6][CH:7]=1. The yield is 0.720.